This data is from Reaction yield outcomes from USPTO patents with 853,638 reactions. The task is: Predict the reaction yield, written as a fraction of the theoretical maximum amount of product (1.0 means a 100% yield; for example, 0.34 means a 34% yield). The reactants are [OH:1][C:2]1[CH:3]=[C:4]([CH:7]=[CH:8][CH:9]=1)[CH:5]=[O:6].N1C=CC=CC=1.[C:16](Cl)(=[O:21])[C:17]([CH3:20])([CH3:19])[CH3:18]. The catalyst is C1COCC1. The product is [C:16]([O:1][C:2]1[CH:9]=[CH:8][CH:7]=[C:4]([CH:5]=[O:6])[CH:3]=1)(=[O:21])[C:17]([CH3:20])([CH3:19])[CH3:18]. The yield is 0.930.